From a dataset of Catalyst prediction with 721,799 reactions and 888 catalyst types from USPTO. Predict which catalyst facilitates the given reaction. (1) Reactant: [Br:1][C:2]1[CH:7]=[CH:6][C:5]([CH2:8][C:9](Cl)=[O:10])=[CH:4][CH:3]=1.[NH:12]1[CH2:17][CH2:16][S:15](=[O:19])(=[O:18])[CH2:14][CH2:13]1. Product: [Br:1][C:2]1[CH:7]=[CH:6][C:5]([CH2:8][C:9]([N:12]2[CH2:17][CH2:16][S:15](=[O:19])(=[O:18])[CH2:14][CH2:13]2)=[O:10])=[CH:4][CH:3]=1. The catalyst class is: 2. (2) Reactant: OC1C=CC([C@@H](O)CNCC2(O)CCN(CCOCCC3C=CC=CC=3)CC2)=C2C=1NC(=O)C=C2.[NH2:36][CH2:37][C@@H:38]([C:47]1[CH:56]=[CH:55][C:54]([OH:57])=[C:53]2[C:48]=1[CH:49]=[CH:50][C:51](=[O:58])[NH:52]2)[O:39][Si:40]([C:43]([CH3:46])([CH3:45])[CH3:44])([CH3:42])[CH3:41].[Cl:59][C:60]1[CH:61]=[C:62]([CH2:66][CH2:67][O:68][CH2:69][CH2:70][N:71]2[CH2:78][CH2:77][C:74]3([O:76][CH2:75]3)[CH2:73][CH2:72]2)[CH:63]=[CH:64][CH:65]=1. Product: [Si:40]([O:39][C@H:38]([C:47]1[CH:56]=[CH:55][C:54]([OH:57])=[C:53]2[C:48]=1[CH:49]=[CH:50][C:51](=[O:58])[NH:52]2)[CH2:37][NH:36][CH2:75][C:74]1([OH:76])[CH2:77][CH2:78][N:71]([CH2:70][CH2:69][O:68][CH2:67][CH2:66][C:62]2[CH:63]=[CH:64][CH:65]=[C:60]([Cl:59])[CH:61]=2)[CH2:72][CH2:73]1)([C:43]([CH3:46])([CH3:45])[CH3:44])([CH3:42])[CH3:41]. The catalyst class is: 5. (3) Reactant: [OH-:1].[Ca+2:2].[OH-].[C:4](=[O:6])=[O:5]. Product: [C:4](=[O:1])([OH:6])[O-:5].[Ca+2:2].[C:4](=[O:1])([OH:6])[O-:5]. The catalyst class is: 6. (4) Reactant: [CH2:1]([O:3][C:4]([C:6]1[C:15](=[O:16])[C:14]2[C:9](=[C:10]([CH:19]=[O:20])[C:11]([F:18])=[C:12]([F:17])[CH:13]=2)[N:8]([CH:21]2[CH2:23][CH2:22]2)[CH:7]=1)=[O:5])[CH3:2].C(O[BH-](OC(=O)C)OC(=O)C)(=O)C.[Na+]. Product: [CH2:1]([O:3][C:4]([C:6]1[C:15](=[O:16])[C:14]2[C:9](=[C:10]([CH2:19][OH:20])[C:11]([F:18])=[C:12]([F:17])[CH:13]=2)[N:8]([CH:21]2[CH2:22][CH2:23]2)[CH:7]=1)=[O:5])[CH3:2]. The catalyst class is: 34. (5) Reactant: C[O:2][C:3]([C:5]1[CH:10]=[C:9]([Br:11])[C:8](=[O:12])[N:7]([C:13]2[CH:18]=[CH:17][CH:16]=[CH:15][CH:14]=2)[C:6]=1[CH2:19][N:20]([CH2:31][C:32]([O:34][CH3:35])=[O:33])S(C1C=CC(C)=CC=1)(=O)=O)=O.C[O-].[Na+].Cl. Product: [CH3:35][O:34][C:32]([C:31]1[C:3]([OH:2])=[C:5]2[C:6](=[CH:19][N:20]=1)[N:7]([C:13]1[CH:18]=[CH:17][CH:16]=[CH:15][CH:14]=1)[C:8](=[O:12])[C:9]([Br:11])=[CH:10]2)=[O:33]. The catalyst class is: 430.